From a dataset of Forward reaction prediction with 1.9M reactions from USPTO patents (1976-2016). Predict the product of the given reaction. (1) The product is: [CH3:17][C:18]([C:13]1[CH:12]=[CH:11][C:9]([OH:10])=[CH:8][CH:14]=1)([C:4]1[CH:3]=[CH:2][C:1]([OH:7])=[CH:6][CH:5]=1)[CH3:20]. Given the reactants [C:1]1([OH:7])[CH:6]=[CH:5][CH:4]=[CH:3][CH:2]=1.[C:8]1(OC)[C:9](=[CH:11][CH:12]=[CH:13][CH:14]=1)[OH:10].[CH3:17][C:18]([CH3:20])=O.C(C1C=CC=CC=1C=C)=C.C(S)C, predict the reaction product. (2) Given the reactants [CH:1]1[C:6]([NH2:7])=[CH:5][CH:4]=[C:3]([OH:8])[CH:2]=1.CN(C)C=O.[F:14][C:15]1[CH:16]=[C:17]2[C:22](=[CH:23][CH:24]=1)[N:21]=[C:20]([CH:25]=[CH:26][C:27]1[O:28][C:29]([N+:32]([O-:34])=[O:33])=[CH:30][CH:31]=1)[N:19]=[C:18]2Cl, predict the reaction product. The product is: [F:14][C:15]1[CH:16]=[C:17]2[C:22](=[CH:23][CH:24]=1)[N:21]=[C:20]([CH:25]=[CH:26][C:27]1[O:28][C:29]([N+:32]([O-:34])=[O:33])=[CH:30][CH:31]=1)[N:19]=[C:18]2[NH:7][C:6]1[CH:5]=[CH:4][C:3]([OH:8])=[CH:2][CH:1]=1. (3) Given the reactants C[O:2][C:3]([C:5]1[C:14]2[C:9](=[CH:10][CH:11]=[CH:12][CH:13]=2)[N:8]=[C:7]2[O:15][CH:16]=[CH:17][C:6]=12)=[O:4].[OH-].[Na+].Cl, predict the reaction product. The product is: [O:15]1[C:7]2=[N:8][C:9]3[C:14]([C:5]([C:3]([OH:4])=[O:2])=[C:6]2[CH:17]=[CH:16]1)=[CH:13][CH:12]=[CH:11][CH:10]=3. (4) Given the reactants [CH2:1]([N:8]1[C:12]([C:13](OC)=[O:14])=[CH:11][C:10]([O:17][CH2:18][CH2:19][CH3:20])=[N:9]1)[C:2]1[CH:7]=[CH:6][CH:5]=[CH:4][CH:3]=1.[H-].[Al+3].[Li+].[H-].[H-].[H-].O.O.O.O.O.O.O.O.O.O.S([O-])([O-])(=O)=O.[Na+].[Na+], predict the reaction product. The product is: [CH2:1]([N:8]1[C:12]([CH2:13][OH:14])=[CH:11][C:10]([O:17][CH2:18][CH2:19][CH3:20])=[N:9]1)[C:2]1[CH:3]=[CH:4][CH:5]=[CH:6][CH:7]=1.